This data is from Forward reaction prediction with 1.9M reactions from USPTO patents (1976-2016). The task is: Predict the product of the given reaction. (1) Given the reactants [CH2:1]([O:4][C:5]1[CH:14]=[CH:13][C:8]([C:9]([O:11][CH3:12])=[O:10])=[CH:7][CH:6]=1)[CH:2]=[CH2:3].[CH2:15]=[C:16]1CC[CH2:18][CH2:17]1, predict the reaction product. The product is: [C:3]1(=[CH:2][CH2:1][O:4][C:5]2[CH:14]=[CH:13][C:8]([C:9]([O:11][CH3:12])=[O:10])=[CH:7][CH:6]=2)[CH2:18][CH2:17][CH2:16][CH2:15]1. (2) Given the reactants [F-].C([N+](CCCC)(CCCC)CCCC)CCC.[Si]([O:26][C@@H:27]([CH3:55])[C@H:28]([N:47]1[CH:51]=[C:50]([C:52]([NH2:54])=[O:53])[N:49]=[CH:48]1)[CH2:29][CH2:30][C:31]1[C:36]2[N:37]=[C:38]([C:40]3[CH:45]=[CH:44][C:43]([Cl:46])=[CH:42][CH:41]=3)[O:39][C:35]=2[CH:34]=[CH:33][CH:32]=1)(C(C)(C)C)(C)C.CCOC(C)=O.O, predict the reaction product. The product is: [ClH:46].[OH:26][C@@H:27]([CH3:55])[C@H:28]([N:47]1[CH:51]=[C:50]([C:52]([NH2:54])=[O:53])[N:49]=[CH:48]1)[CH2:29][CH2:30][C:31]1[C:36]2[N:37]=[C:38]([C:40]3[CH:41]=[CH:42][C:43]([Cl:46])=[CH:44][CH:45]=3)[O:39][C:35]=2[CH:34]=[CH:33][CH:32]=1. (3) The product is: [CH3:38][O:39][CH:13]([O:14][CH3:15])[O:12][C:10]1[CH:9]=[C:8]([CH:16]2[CH2:20][CH2:19][CH2:18][CH:17]2[C:21](=[O:22])[C:23]2[CH:24]=[CH:25][C:26]([O:29][CH2:30][O:31][CH3:32])=[CH:27][CH:28]=2)[CH:7]=[C:6]([CH:11]=1)[CH:5]=[O:4]. Given the reactants Cl[O-].[Na+].[OH:4][CH2:5][C:6]1[C:7](OCOC)=[C:8]([CH:16]2[CH2:20][CH2:19][CH2:18][CH:17]2[C:21]([C:23]2[CH:28]=[CH:27][C:26]([O:29][CH2:30][O:31][CH3:32])=[CH:25][CH:24]=2)=[O:22])[CH:9]=[C:10]([O:12][CH2:13][O:14][CH3:15])[CH:11]=1.C[CH2:38][O:39]C(C)=O, predict the reaction product. (4) Given the reactants [N:1]1([C:6]2[CH:7]=[CH:8][C:9]([N:12]3[C:16](=[O:17])[CH2:15][C:14]4([CH2:22][CH2:21][NH:20][CH2:19][CH2:18]4)[CH2:13]3)=[N:10][CH:11]=2)[CH:5]=[N:4][N:3]=[N:2]1.[CH3:23][C:24]1[C:32]([C@@H:33]2[CH2:35][O:34]2)=[CH:31][CH:30]=[C:29]2[C:25]=1[CH2:26][O:27][C:28]2=[O:36], predict the reaction product. The product is: [N:1]1([C:6]2[CH:7]=[CH:8][C:9]([N:12]3[C:16](=[O:17])[CH2:15][C:14]4([CH2:22][CH2:21][N:20]([CH2:35][C@H:33]([OH:34])[C:32]5[C:24]([CH3:23])=[C:25]6[C:29](=[CH:30][CH:31]=5)[C:28](=[O:36])[O:27][CH2:26]6)[CH2:19][CH2:18]4)[CH2:13]3)=[N:10][CH:11]=2)[CH:5]=[N:4][N:3]=[N:2]1. (5) Given the reactants [F:1][C:2]1[CH:7]=[CH:6][CH:5]=[C:4]([F:8])[C:3]=1[C:9]1[N:14]=[C:13]([C:15]([NH:17][C:18]2[CH:19]=[N:20][CH:21]=[CH:22][C:23]=2[C@@H:24]2[CH2:29][C@H:28]([CH3:30])[C@@:27]([CH2:32][CH3:33])([OH:31])[C@H:26]([OH:34])[CH2:25]2)=[O:16])[CH:12]=[CH:11][C:10]=1[F:35].CC(OI1(OC(C)=O)(OC(C)=O)OC(=O)C2C=CC=CC1=2)=O.C([O-])(O)=O.[Na+].[O-]S([O-])(=S)=O.[Na+].[Na+], predict the reaction product. The product is: [F:1][C:2]1[CH:7]=[CH:6][CH:5]=[C:4]([F:8])[C:3]=1[C:9]1[N:14]=[C:13]([C:15]([NH:17][C:18]2[CH:19]=[N:20][CH:21]=[CH:22][C:23]=2[C@H:24]2[CH2:25][C:26](=[O:34])[C@:27]([CH2:32][CH3:33])([OH:31])[C@@H:28]([CH3:30])[CH2:29]2)=[O:16])[CH:12]=[CH:11][C:10]=1[F:35]. (6) Given the reactants Cl[C:2]1[C:7]([O:8][CH2:9][C@@H:10]2[CH2:14][CH2:13][N:12]([C:15]([O:17][C:18]([CH3:21])([CH3:20])[CH3:19])=[O:16])[CH2:11]2)=[CH:6][C:5]([Cl:22])=[C:4]([C:23]2[CH:28]=[CH:27][C:26]([CH3:29])=[CH:25][CH:24]=2)[N:3]=1.ClCCl.[CH3:33][N:34](C)C=O, predict the reaction product. The product is: [Cl:22][C:5]1[CH:6]=[C:7]([O:8][CH2:9][C@@H:10]2[CH2:14][CH2:13][N:12]([C:15]([O:17][C:18]([CH3:21])([CH3:20])[CH3:19])=[O:16])[CH2:11]2)[C:2]([C:33]#[N:34])=[N:3][C:4]=1[C:23]1[CH:28]=[CH:27][C:26]([CH3:29])=[CH:25][CH:24]=1. (7) Given the reactants Br[C:2]1[CH:3]=[C:4]([C:7]([C:9]2[C:10]([NH:15][C@H:16]3[CH2:20][C@H:19]([O:21][Si:22]([CH:29]([CH3:31])[CH3:30])([CH:26]([CH3:28])[CH3:27])[CH:23]([CH3:25])[CH3:24])[C@@H:18]([CH2:32][O:33][Si:34]([C:37]([CH3:40])([CH3:39])[CH3:38])([CH3:36])[CH3:35])[CH2:17]3)=[N:11][CH:12]=[N:13][CH:14]=2)=[O:8])[O:5][CH:6]=1.C([Sn](CCCC)(CCCC)[C:46]1[O:47][CH2:48][CH2:49][CH:50]=1)CCC.C(N(CC)CC)C, predict the reaction product. The product is: [Si:34]([O:33][CH2:32][C@@H:18]1[C@@H:19]([O:21][Si:22]([CH:23]([CH3:24])[CH3:25])([CH:29]([CH3:30])[CH3:31])[CH:26]([CH3:27])[CH3:28])[CH2:20][C@H:16]([NH:15][C:10]2[C:9]([C:7]([C:4]3[O:5][CH:6]=[C:2]([C:46]4[O:47][CH2:48][CH2:49][CH:50]=4)[CH:3]=3)=[O:8])=[CH:14][N:13]=[CH:12][N:11]=2)[CH2:17]1)([C:37]([CH3:40])([CH3:38])[CH3:39])([CH3:36])[CH3:35]. (8) Given the reactants [CH3:1][C:2]1[N:6]([CH:7]2[CH2:12][CH2:11][O:10][CH2:9][CH2:8]2)[C:5]2[CH:13]=[CH:14][C:15]([C:17]([OH:19])=O)=[CH:16][C:4]=2[N:3]=1.[NH2:20][C:21]1[CH:26]=[C:25]([Cl:27])[CH:24]=[CH:23][C:22]=1O.CCN=C=NCCCN(C)C.O.C1(C)C=CC(S(O)(=O)=O)=CC=1, predict the reaction product. The product is: [Cl:27][C:25]1[CH:24]=[CH:23][C:22]2[O:19][C:17]([C:15]3[CH:14]=[CH:13][C:5]4[N:6]([CH:7]5[CH2:8][CH2:9][O:10][CH2:11][CH2:12]5)[C:2]([CH3:1])=[N:3][C:4]=4[CH:16]=3)=[N:20][C:21]=2[CH:26]=1. (9) Given the reactants [OH:1][C:2]1[C:11]2[C:6](=[CH:7][CH:8]=[CH:9][CH:10]=2)[N:5]([CH2:12][CH2:13][CH:14]([CH3:16])[CH3:15])[C:4](=[O:17])[C:3]=1[C:18]1[NH:23][C:22]2[CH:24]=[CH:25][C:26]([OH:28])=[CH:27][C:21]=2[S:20](=[O:30])(=[O:29])[N:19]=1.Cl.[CH3:32][N:33]([CH3:37])[CH2:34][CH2:35]Cl.[I-].[K+].C(=O)([O-])[O-].[K+].[K+].Cl, predict the reaction product. The product is: [CH3:32][N:33]([CH3:37])[CH2:34][CH2:35][O:28][C:26]1[CH:25]=[CH:24][C:22]2[NH:23][C:18]([C:3]3[C:4](=[O:17])[N:5]([CH2:12][CH2:13][CH:14]([CH3:16])[CH3:15])[C:6]4[C:11]([C:2]=3[OH:1])=[CH:10][CH:9]=[CH:8][CH:7]=4)=[N:19][S:20](=[O:29])(=[O:30])[C:21]=2[CH:27]=1. (10) Given the reactants [CH3:1][C:2]1([CH3:19])[C:10]2[C:5](=[CH:6][C:7]([N+:15]([O-:17])=[O:16])=[C:8]([NH:11]C(=O)C)[CH:9]=2)[NH:4][C:3]1=[O:18].Br[CH2:21][CH:22]1[CH2:26][CH2:25][CH2:24][O:23]1.C([O-])([O-])=O.[K+].[K+].C1CCN2C(=NCCC2)CC1, predict the reaction product. The product is: [NH2:11][C:8]1[CH:9]=[C:10]2[C:5](=[CH:6][C:7]=1[N+:15]([O-:17])=[O:16])[N:4]([CH2:21][CH:22]1[CH2:26][CH2:25][CH2:24][O:23]1)[C:3](=[O:18])[C:2]2([CH3:1])[CH3:19].